This data is from Forward reaction prediction with 1.9M reactions from USPTO patents (1976-2016). The task is: Predict the product of the given reaction. (1) Given the reactants [C:1]([C:3]1[C:4]([N:16]2[CH2:21][CH2:20][CH:19]([C:22]([OH:24])=O)[CH2:18][CH2:17]2)=[N:5][C:6]([CH2:14][F:15])=[C:7]([C:9]([O:11][CH2:12][CH3:13])=[O:10])[CH:8]=1)#[N:2].[Cl:25][C:26]1[CH:27]=[C:28]([CH2:32][S:33]([NH2:36])(=[O:35])=[O:34])[CH:29]=[CH:30][CH:31]=1, predict the reaction product. The product is: [Cl:25][C:26]1[CH:27]=[C:28]([CH:29]=[CH:30][CH:31]=1)[CH2:32][S:33]([NH:36][C:22]([CH:19]1[CH2:18][CH2:17][N:16]([C:4]2[C:3]([C:1]#[N:2])=[CH:8][C:7]([C:9]([O:11][CH2:12][CH3:13])=[O:10])=[C:6]([CH2:14][F:15])[N:5]=2)[CH2:21][CH2:20]1)=[O:24])(=[O:34])=[O:35]. (2) Given the reactants [CH:1]1([C:4]2[C:5]([C:19]3[CH:20]=[CH:21][C:22]4[O:27][CH2:26][CH2:25][CH2:24][C:23]=4[CH:28]=3)=[C:6]([CH:11]([O:16][CH:17]=[CH2:18])[C:12]([O:14][CH3:15])=[O:13])[C:7]([CH3:10])=[CH:8][CH:9]=2)[CH2:3][CH2:2]1.[CH2:29]([Zn]CC)C.ICI, predict the reaction product. The product is: [CH:1]1([C:4]2[C:5]([C:19]3[CH:20]=[CH:21][C:22]4[O:27][CH2:26][CH2:25][CH2:24][C:23]=4[CH:28]=3)=[C:6]([CH:11]([O:16][CH:17]3[CH2:29][CH2:18]3)[C:12]([O:14][CH3:15])=[O:13])[C:7]([CH3:10])=[CH:8][CH:9]=2)[CH2:2][CH2:3]1.